From a dataset of Forward reaction prediction with 1.9M reactions from USPTO patents (1976-2016). Predict the product of the given reaction. (1) Given the reactants [Cl:1][C:2]1[CH:3]=[C:4]([NH:8][C:9]2[N:14]=[C:13]([C:15]3[CH:20]=[CH:19][N:18]=[C:17](Cl)[CH:16]=3)[N:12]=[CH:11][N:10]=2)[CH:5]=[CH:6][CH:7]=1.[CH3:22][O:23][CH2:24][CH:25]([NH2:27])[CH3:26], predict the reaction product. The product is: [Cl:1][C:2]1[CH:3]=[C:4]([NH:8][C:9]2[N:14]=[C:13]([C:15]3[CH:20]=[CH:19][N:18]=[C:17]([NH:27][CH:25]([CH3:26])[CH2:24][O:23][CH3:22])[CH:16]=3)[N:12]=[CH:11][N:10]=2)[CH:5]=[CH:6][CH:7]=1. (2) Given the reactants [F:1][C:2]1[CH:3]=[C:4]([N:16]2[C:20]3[N:21]=[C:22]([NH:25][C:26]4[CH:31]=[CH:30][CH:29]=[C:28]([C@H]5COCCN5)[CH:27]=4)[N:23]=[CH:24][C:19]=3[CH:18]=[CH:17]2)[CH:5]=[C:6]([F:15])[C:7]=1[CH2:8][N:9]1[CH2:14]CO[CH2:11][CH2:10]1.[CH:38](=[O:40])[CH3:39].[CH3:41][OH:42], predict the reaction product. The product is: [F:1][C:2]1[CH:3]=[C:4]([N:16]2[C:20]3[N:21]=[C:22]([NH:25][C:26]4[CH:27]=[CH:28][C:29]([C@H:8]5[CH2:7][O:40][CH2:38][CH2:39][N:9]5[CH2:10][CH3:11])=[CH:30][CH:31]=4)[N:23]=[CH:24][C:19]=3[CH:18]=[CH:17]2)[CH:5]=[C:6]([F:15])[C:7]=1[CH2:8][N:9]1[CH2:10][CH2:11][O:42][CH2:41][CH2:14]1. (3) Given the reactants Cl[C:2]1[N:7]=[CH:6][N:5]=[C:4]([NH2:8])[CH:3]=1.[N:9]1([CH2:15][CH2:16][O:17][C:18]2[CH:23]=[CH:22][C:21]([NH2:24])=[CH:20][CH:19]=2)[CH2:14][CH2:13][O:12][CH2:11][CH2:10]1, predict the reaction product. The product is: [N:9]1([CH2:15][CH2:16][O:17][C:18]2[CH:23]=[CH:22][C:21]([NH:24][C:2]3[CH:3]=[C:4]([NH2:8])[N:5]=[CH:6][N:7]=3)=[CH:20][CH:19]=2)[CH2:14][CH2:13][O:12][CH2:11][CH2:10]1. (4) Given the reactants [F:1][C:2]1[CH:7]=[C:6]([F:8])[CH:5]=[CH:4][C:3]=1[CH:9]([S:13]([C:16]1[CH:21]=[CH:20][C:19]([CH3:22])=[CH:18][CH:17]=1)(=[O:15])=[O:14])[NH:10][CH:11]=O.P(Cl)(Cl)(Cl)=O.N1C(C)=CC=CC=1C, predict the reaction product. The product is: [C:19]1([CH3:22])[CH:18]=[CH:17][C:16]([S:13]([CH:9]([N+:10]#[C-:11])[C:3]2[CH:4]=[CH:5][C:6]([F:8])=[CH:7][C:2]=2[F:1])(=[O:15])=[O:14])=[CH:21][CH:20]=1.